From a dataset of Reaction yield outcomes from USPTO patents with 853,638 reactions. Predict the reaction yield, written as a fraction of the theoretical maximum amount of product (1.0 means a 100% yield; for example, 0.34 means a 34% yield). (1) The yield is 0.800. The catalyst is O1CCOCC1.C1C=CC(P(C2C=CC=CC=2)[C-]2C=CC=C2)=CC=1.C1C=CC(P(C2C=CC=CC=2)[C-]2C=CC=C2)=CC=1.Cl[Pd]Cl.[Fe+2]. The product is [CH3:22][C:17]1([CH3:23])[C:18]([CH3:21])([CH3:20])[O:19][B:15]([C:2]2[CH:7]=[CH:6][C:5]([C:8]3([C:11]([F:14])([F:13])[F:12])[CH2:10][CH2:9]3)=[CH:4][CH:3]=2)[O:16]1. The reactants are Br[C:2]1[CH:7]=[CH:6][C:5]([C:8]2([C:11]([F:14])([F:13])[F:12])[CH2:10][CH2:9]2)=[CH:4][CH:3]=1.[B:15]1([B:15]2[O:19][C:18]([CH3:21])([CH3:20])[C:17]([CH3:23])([CH3:22])[O:16]2)[O:19][C:18]([CH3:21])([CH3:20])[C:17]([CH3:23])([CH3:22])[O:16]1.C([O-])(=O)C.[K+]. (2) The reactants are Br[C:2]1[CH:3]=[C:4]([C:7]([OH:12])=[CH:8][C:9]=1[O:10][CH3:11])[CH:5]=[O:6].[CH3:13][C:14]1[C:15](B(O)O)=[CH:16][C:17]2[C:18]([CH3:27])([CH3:26])[CH2:19][CH2:20][C:21]([CH3:25])([CH3:24])[C:22]=2[CH:23]=1.C(=O)([O-])[O-].[K+].[K+].O. The catalyst is COCCOC.C1C=CC([P]([Pd]([P](C2C=CC=CC=2)(C2C=CC=CC=2)C2C=CC=CC=2)([P](C2C=CC=CC=2)(C2C=CC=CC=2)C2C=CC=CC=2)[P](C2C=CC=CC=2)(C2C=CC=CC=2)C2C=CC=CC=2)(C2C=CC=CC=2)C2C=CC=CC=2)=CC=1. The product is [CH3:13][C:14]1[C:15]([C:2]2[CH:3]=[C:4]([C:7]([OH:12])=[CH:8][C:9]=2[O:10][CH3:11])[CH:5]=[O:6])=[CH:16][C:17]2[C:18]([CH3:27])([CH3:26])[CH2:19][CH2:20][C:21]([CH3:25])([CH3:24])[C:22]=2[CH:23]=1. The yield is 0.730. (3) No catalyst specified. The product is [Br:1][C:2]1[CH:7]=[CH:6][C:5]([CH:8]([C:21]2[CH:22]=[CH:23][C:18]([Cl:17])=[CH:19][CH:20]=2)[CH2:9][CH2:10][N:11]2[CH:15]=[CH:14][N:13]=[CH:12]2)=[CH:4][CH:3]=1. The yield is 0.670. The reactants are [Br:1][C:2]1[CH:7]=[CH:6][C:5]([CH:8](O)[CH2:9][CH2:10][N:11]2[CH:15]=[CH:14][N:13]=[CH:12]2)=[CH:4][CH:3]=1.[Cl:17][C:18]1[CH:23]=[CH:22][CH:21]=[CH:20][CH:19]=1. (4) The reactants are [CH:1]1[CH:6]=[C:5]2[C:7]([N:9]([CH2:12][CH2:13][C:14]([OH:16])=O)[C:10](=[O:11])[C:4]2=[CH:3][CH:2]=1)=[O:8].[Cl:17][C:18]1[CH:19]=[CH:20][C:21](O)=[C:22]([CH:24]=1)[NH2:23]. The catalyst is O. The product is [Cl:17][C:18]1[CH:19]=[CH:20][C:21]2[O:16][C:14]([CH2:13][CH2:12][N:9]3[C:10](=[O:11])[C:4]4[C:5](=[CH:6][CH:1]=[CH:2][CH:3]=4)[C:7]3=[O:8])=[N:23][C:22]=2[CH:24]=1. The yield is 0.760. (5) The reactants are [C:1]1(=[O:7])OC(=O)[CH2:3][CH2:2]1.C[N:9]1CCOCC1.[NH2:15][CH:16]([CH2:18][C:19]1[CH:24]=[CH:23][CH:22]=[CH:21][CH:20]=1)[CH3:17].C[N:26]([CH:28]=[O:29])C. No catalyst specified. The product is [C:1]([NH2:9])(=[O:7])[CH2:2][CH2:3][C:28]([NH2:26])=[O:29].[CH3:17][C@H:16]([NH2:15])[CH2:18][C:19]1[CH:20]=[CH:21][CH:22]=[CH:23][CH:24]=1. The yield is 0.860. (6) The yield is 0.230. The catalyst is C(O)(=O)C.[Fe]. The product is [F:1][C:2]1[CH:20]=[C:19]([NH2:21])[CH:18]=[CH:17][C:3]=1[O:4][C:5]1[C:6]2[N:13]([CH2:14][O:15][CH3:16])[CH:12]=[CH:11][C:7]=2[N:8]=[CH:9][N:10]=1. The reactants are [F:1][C:2]1[CH:20]=[C:19]([N+:21]([O-])=O)[CH:18]=[CH:17][C:3]=1[O:4][C:5]1[C:6]2[N:13]([CH2:14][O:15][CH3:16])[CH:12]=[CH:11][C:7]=2[N:8]=[CH:9][N:10]=1.